Dataset: Peptide-MHC class II binding affinity with 134,281 pairs from IEDB. Task: Regression. Given a peptide amino acid sequence and an MHC pseudo amino acid sequence, predict their binding affinity value. This is MHC class II binding data. (1) The peptide sequence is SRCYSIYLSINGVLE. The MHC is DRB4_0101 with pseudo-sequence DRB4_0103. The binding affinity (normalized) is 0.652. (2) The peptide sequence is SAHGSGREVIDAMCH. The MHC is HLA-DQA10303-DQB10402 with pseudo-sequence HLA-DQA10303-DQB10402. The binding affinity (normalized) is 0. (3) The peptide sequence is YDKFLANVTTVLTGK. The MHC is DRB1_0405 with pseudo-sequence DRB1_0405. The binding affinity (normalized) is 0.591.